Dataset: Full USPTO retrosynthesis dataset with 1.9M reactions from patents (1976-2016). Task: Predict the reactants needed to synthesize the given product. (1) Given the product [NH2:13][C:14]1[N:15]=[C:16]([C:40]2[CH:45]=[CH:44][C:43]([F:46])=[CH:42][CH:41]=2)[C:17]2[C:26](=[O:27])[C:25]3[C:20](=[C:21]([C:28]4[CH:29]=[N:30][C:31]([N:34]5[CH2:35][CH2:36][N:37]([CH2:2][CH:3]6[CH2:5][CH2:4]6)[CH2:38][CH2:39]5)=[CH:32][CH:33]=4)[CH:22]=[CH:23][CH:24]=3)[C:18]=2[N:19]=1, predict the reactants needed to synthesize it. The reactants are: Br[CH2:2][CH:3]1[CH2:5][CH2:4]1.CN1C(=O)CCC1.[NH2:13][C:14]1[N:15]=[C:16]([C:40]2[CH:45]=[CH:44][C:43]([F:46])=[CH:42][CH:41]=2)[C:17]2[C:26](=[O:27])[C:25]3[C:20](=[C:21]([C:28]4[CH:29]=[N:30][C:31]([N:34]5[CH2:39][CH2:38][NH:37][CH2:36][CH2:35]5)=[CH:32][CH:33]=4)[CH:22]=[CH:23][CH:24]=3)[C:18]=2[N:19]=1.CCN(C(C)C)C(C)C. (2) Given the product [F:1][C:2]1[C:7]([O:8][CH3:9])=[CH:6][C:5]([O:10][CH3:11])=[C:4]([F:12])[C:3]=1[C:13]1[N:18]=[C:17]2[NH:19][N:20]=[C:21]([C:35]3[CH:36]=[C:37]4[C:32](=[CH:33][CH:34]=3)[C:31](=[O:48])[N:30]([C@H:27]3[CH2:26][CH2:25][C@H:24]([OH:23])[CH2:29][CH2:28]3)[CH2:38]4)[C:16]2=[CH:15][N:14]=1, predict the reactants needed to synthesize it. The reactants are: [F:1][C:2]1[C:7]([O:8][CH3:9])=[CH:6][C:5]([O:10][CH3:11])=[C:4]([F:12])[C:3]=1[C:13]1[N:18]=[C:17]2[NH:19][N:20]=[C:21](I)[C:16]2=[CH:15][N:14]=1.[OH:23][C@H:24]1[CH2:29][CH2:28][C@H:27]([N:30]2[CH2:38][C:37]3[C:32](=[CH:33][CH:34]=[C:35](B4OC(C)(C)C(C)(C)O4)[CH:36]=3)[C:31]2=[O:48])[CH2:26][CH2:25]1. (3) Given the product [I:22][C:14]1[CH:13]=[C:12]([CH:10]2[CH2:11][N:8]([C:6]([O:5][C:1]([CH3:4])([CH3:3])[CH3:2])=[O:7])[CH2:9]2)[NH:16][N:15]=1, predict the reactants needed to synthesize it. The reactants are: [C:1]([O:5][C:6]([N:8]1[CH2:11][CH:10]([C:12]2[NH:16][N:15]=[C:14](N)[CH:13]=2)[CH2:9]1)=[O:7])([CH3:4])([CH3:3])[CH3:2].N([O-])=O.[Na+].[I-:22].[Na+].O. (4) Given the product [CH3:1][C:2]1[N:3]=[C:4]([C:13]2[CH:18]=[CH:17][CH:16]=[CH:15][CH:14]=2)[N:5]2[C:10]=1[CH:9]=[N:8][C:7]([NH:55][C:52]1[CH:53]=[CH:54][C:49]([O:48][CH2:47][CH2:46][N:40]3[CH2:45][CH2:44][CH2:43][CH2:42][CH2:41]3)=[CH:50][CH:51]=1)=[N:6]2, predict the reactants needed to synthesize it. The reactants are: [CH3:1][C:2]1[N:3]=[C:4]([C:13]2[CH:18]=[CH:17][CH:16]=[CH:15][CH:14]=2)[N:5]2[C:10]=1[CH:9]=[N:8][C:7](SC)=[N:6]2.CC1N=C(C2C=CC=CC=2)N2C=1C=NC(S(C)(=O)=O)=N2.Cl.[N:40]1([CH2:46][CH2:47][O:48][C:49]2[CH:54]=[CH:53][C:52]([NH2:55])=[CH:51][CH:50]=2)[CH2:45][CH2:44][CH2:43][CH2:42][CH2:41]1.C(N(CC)CC)C. (5) Given the product [F:1][C:2]1[C:3]([F:12])=[CH:4][C:5]2[O:9][C:8]([CH3:10])=[N+:7]([CH2:20][CH2:13][CH2:14][CH2:15][S:16]([O-:19])(=[O:18])=[O:17])[C:6]=2[CH:11]=1, predict the reactants needed to synthesize it. The reactants are: [F:1][C:2]1[C:3]([F:12])=[CH:4][C:5]2[O:9][C:8]([CH3:10])=[N:7][C:6]=2[CH:11]=1.[CH2:13]1[CH2:20][O:19][S:16](=[O:18])(=[O:17])[CH2:15][CH2:14]1.